This data is from Reaction yield outcomes from USPTO patents with 853,638 reactions. The task is: Predict the reaction yield, written as a fraction of the theoretical maximum amount of product (1.0 means a 100% yield; for example, 0.34 means a 34% yield). (1) The reactants are [CH2:1]([O:3][C:4]([C:6]1[NH:7][C:8]2[C:13]([C:14]=1Cl)=[CH:12][C:11](Br)=[CH:10][CH:9]=2)=[O:5])[CH3:2].[Cl:17][C:18]1[CH:19]=[C:20](B(O)O)[CH:21]=[C:22]([Cl:24])[CH:23]=1.C1C=CC(P(C2C=CC=CC=2)C2C=CC=CC=2)=CC=1.C([O-])([O-])=O.[Na+].[Na+]. The catalyst is CC#N.CC(O)C.O.CC([O-])=O.CC([O-])=O.[Pd+2]. The product is [CH2:1]([O:3][C:4]([C:6]1[NH:7][C:8]2[C:13]([CH:14]=1)=[CH:12][C:11]([C:20]1[CH:19]=[C:18]([Cl:17])[CH:23]=[C:22]([Cl:24])[CH:21]=1)=[CH:10][CH:9]=2)=[O:5])[CH3:2]. The yield is 0.690. (2) The catalyst is [C-]#N.[C-]#N.[Zn+2]. The yield is 0.910. The reactants are Br[C:2]1[CH:11]=[CH:10][CH:9]=[C:8]2[C:3]=1[CH2:4][CH2:5][CH2:6][C:7]2=[O:12].O.[CH3:14][N:15]1C(=O)CCC1. The product is [O:12]=[C:7]1[CH2:6][CH2:5][CH2:4][C:3]2[C:2]([C:14]#[N:15])=[CH:11][CH:10]=[CH:9][C:8]1=2. (3) The reactants are CN1C(C)(C)C(=O)N(C)C1=O.[F:12][C:13]1[CH:30]=[C:29]2[C:16]([S:17](=[O:32])(=[O:31])[NH:18][C:19]3[C:28]2=[CH:27][CH:26]=[C:25]2[C:20]=3[N:21]=[CH:22][CH:23]=[CH:24]2)=[CH:15][CH:14]=1.C(Cl)(Cl)[Cl:34]. No catalyst specified. The product is [Cl:34][C:26]1[CH:27]=[C:28]2[C:19](=[C:20]3[C:25]=1[CH:24]=[CH:23][CH:22]=[N:21]3)[NH:18][S:17](=[O:31])(=[O:32])[C:16]1[C:29]2=[CH:30][C:13]([F:12])=[CH:14][CH:15]=1. The yield is 0.690. (4) The reactants are [Br:1][C:2]1[CH:3]=[C:4]([NH:10][C:11]2[CH:16]=[CH:15][C:14]([N:17]3[CH2:22][CH2:21][NH:20][C@H:19]([CH3:23])[CH2:18]3)=[CH:13][N:12]=2)[C:5](=[O:9])[N:6]([CH3:8])[CH:7]=1.C=O.[C:26](O[BH-](OC(=O)C)OC(=O)C)(=O)C.[Na+].O. The catalyst is CO.C(O)(=O)C. The product is [Br:1][C:2]1[CH:3]=[C:4]([NH:10][C:11]2[CH:16]=[CH:15][C:14]([N:17]3[CH2:22][CH2:21][N:20]([CH3:26])[C@H:19]([CH3:23])[CH2:18]3)=[CH:13][N:12]=2)[C:5](=[O:9])[N:6]([CH3:8])[CH:7]=1. The yield is 0.900.